Task: Predict the product of the given reaction.. Dataset: Forward reaction prediction with 1.9M reactions from USPTO patents (1976-2016) (1) The product is: [C:19]([C:18]1[CH:21]=[C:22]([F:28])[C:23]([CH2:2][C:3]([OH:5])=[O:4])=[C:24]([O:25][CH3:26])[C:17]=1[F:16])#[N:20]. Given the reactants C(OC(C)(C)C)(=O)[CH2:2][C:3]([O:5]C(C)(C)C)=[O:4].[F:16][C:17]1[C:24]([O:25][CH3:26])=[C:23](F)[C:22]([F:28])=[CH:21][C:18]=1[C:19]#[N:20], predict the reaction product. (2) The product is: [C:18]([NH:22][C:4]1[N:3]=[C:2]([Cl:1])[N:10]=[C:9]2[C:5]=1[N:6]=[CH:7][N:8]2[CH:11]1[CH2:16][CH2:15][CH2:14][CH2:13][O:12]1)([CH3:21])([CH3:20])[CH3:19]. Given the reactants [Cl:1][C:2]1[N:10]=[C:9]2[C:5]([N:6]=[CH:7][N:8]2[CH:11]2[CH2:16][CH2:15][CH2:14][CH2:13][O:12]2)=[C:4](Cl)[N:3]=1.[C:18]([NH2:22])([CH3:21])([CH3:20])[CH3:19].C(=O)(O)[O-].[Na+], predict the reaction product. (3) Given the reactants [OH:1][CH:2]([CH3:31])[CH:3]([N:5]1[C:9](=[O:10])[N:8]([C:11]2[CH:16]=[CH:15][C:14]([N:17]3[CH2:22][CH2:21][N:20]([C:23]4[CH:28]=[CH:27][C:26]([O:29][CH3:30])=[CH:25][CH:24]=4)[CH2:19][CH2:18]3)=[CH:13][CH:12]=2)[CH:7]=[N:6]1)[CH3:4].[CH3:32][S:33](Cl)(=[O:35])=[O:34], predict the reaction product. The product is: [CH3:32][S:33]([O:1][CH:2]([CH3:31])[CH:3]([N:5]1[C:9](=[O:10])[N:8]([C:11]2[CH:12]=[CH:13][C:14]([N:17]3[CH2:18][CH2:19][N:20]([C:23]4[CH:24]=[CH:25][C:26]([O:29][CH3:30])=[CH:27][CH:28]=4)[CH2:21][CH2:22]3)=[CH:15][CH:16]=2)[CH:7]=[N:6]1)[CH3:4])(=[O:35])=[O:34]. (4) Given the reactants [CH:1]([C:3]1[CH:8]=[CH:7][C:6](B(O)O)=[CH:5][CH:4]=1)=[CH2:2].Cl[C:13]1[CH:18]=[CH:17][CH:16]=[CH:15][C:14]=1[C:19]1[CH:24]=[CH:23][CH:22]=[CH:21][N:20]=1.F[K].C(P)(C)(C)C.P(C(C)(C)C)(C(C)(C)C)C(C)(C)C, predict the reaction product. The product is: [CH:1]([C:3]1[CH:8]=[CH:7][C:6]([C:13]2[CH:18]=[CH:17][CH:16]=[CH:15][C:14]=2[C:19]2[CH:24]=[CH:23][CH:22]=[CH:21][N:20]=2)=[CH:5][CH:4]=1)=[CH2:2].